Dataset: Forward reaction prediction with 1.9M reactions from USPTO patents (1976-2016). Task: Predict the product of the given reaction. (1) Given the reactants [C:1]1([C:7]2[CH:11]=[C:10]([C:12]3[CH:17]=[CH:16][CH:15]=[CH:14][CH:13]=3)[N:9]([CH2:18][C:19]3[CH:39]=[CH:38][C:22]([CH2:23][O:24][C:25]4[CH:30]=[CH:29][C:28]([CH2:31][CH2:32][C:33]([O:35]C)=[O:34])=[C:27]([CH3:37])[CH:26]=4)=[CH:21][C:20]=3[O:40][CH:41]([CH3:43])[CH3:42])[N:8]=2)[CH:6]=[CH:5][CH:4]=[CH:3][CH:2]=1.[OH-].[Na+].Cl, predict the reaction product. The product is: [C:1]1([C:7]2[CH:11]=[C:10]([C:12]3[CH:13]=[CH:14][CH:15]=[CH:16][CH:17]=3)[N:9]([CH2:18][C:19]3[CH:39]=[CH:38][C:22]([CH2:23][O:24][C:25]4[CH:30]=[CH:29][C:28]([CH2:31][CH2:32][C:33]([OH:35])=[O:34])=[C:27]([CH3:37])[CH:26]=4)=[CH:21][C:20]=3[O:40][CH:41]([CH3:43])[CH3:42])[N:8]=2)[CH:2]=[CH:3][CH:4]=[CH:5][CH:6]=1. (2) Given the reactants Br[C:2]1[C:3]([O:17][CH3:18])=[C:4]([C:13]([O:15][CH3:16])=[O:14])[C:5]2[N:6]=[CH:7][C:8](=[O:12])[NH:9][C:10]=2[CH:11]=1.[F:19][C:20]1[CH:21]=[C:22](B(O)O)[CH:23]=[CH:24][CH:25]=1.C(=O)([O-])[O-].[K+].[K+], predict the reaction product. The product is: [F:19][C:20]1[CH:25]=[C:24]([C:2]2[C:3]([O:17][CH3:18])=[C:4]([C:13]([O:15][CH3:16])=[O:14])[C:5]3[N:6]=[CH:7][C:8](=[O:12])[NH:9][C:10]=3[CH:11]=2)[CH:23]=[CH:22][CH:21]=1. (3) Given the reactants Cl[C:2]1[C:7](C)=CC=C(Cl)N=1.Cl[C:11]1[CH:16]=[C:15]([CH3:17])[CH:14]=[C:13]([Cl:18])[N:12]=1, predict the reaction product. The product is: [Cl:18][C:13]1[N:12]=[C:11]([CH:2]=[CH2:7])[CH:16]=[C:15]([CH3:17])[CH:14]=1. (4) Given the reactants [N:1]1[CH:6]=[CH:5][C:4]([S:7]([NH2:10])(=[O:9])=[O:8])=[CH:3][CH:2]=1.[C:11](=O)([O:37]C1C=CC=CC=1)[O:12][CH2:13][CH2:14][C:15]1[CH:20]=[CH:19][C:18]([N:21]2[C:25]3[CH:26]=[C:27]([Cl:34])[C:28]([C:30]([F:33])([F:32])[F:31])=[CH:29][C:24]=3[N:23]=[C:22]2[CH2:35][CH3:36])=[CH:17][CH:16]=1, predict the reaction product. The product is: [N:1]1[CH:6]=[CH:5][C:4]([S:7]([NH:10][C:11](=[O:37])[O:12][CH2:13][CH2:14][C:15]2[CH:16]=[CH:17][C:18]([N:21]3[C:25]4[CH:26]=[C:27]([Cl:34])[C:28]([C:30]([F:31])([F:33])[F:32])=[CH:29][C:24]=4[N:23]=[C:22]3[CH2:35][CH3:36])=[CH:19][CH:20]=2)(=[O:9])=[O:8])=[CH:3][CH:2]=1. (5) Given the reactants [C:1]([C:3]1[C:4]([N:22]2[CH2:27][CH2:26][CH:25]([C:28]([OH:30])=O)[CH2:24][CH2:23]2)=[N:5][C:6]([CH2:15][N:16]2[CH2:20][CH2:19][CH2:18][C:17]2=[O:21])=[C:7]([C:9]([O:11][CH:12]([CH3:14])[CH3:13])=[O:10])[CH:8]=1)#[N:2].[CH3:31][CH:32]1[CH2:37][CH2:36][CH:35]([CH2:38][S:39]([NH2:42])(=[O:41])=[O:40])[CH2:34][CH2:33]1, predict the reaction product. The product is: [C:1]([C:3]1[C:4]([N:22]2[CH2:27][CH2:26][CH:25]([C:28](=[O:30])[NH:42][S:39]([CH2:38][CH:35]3[CH2:36][CH2:37][CH:32]([CH3:31])[CH2:33][CH2:34]3)(=[O:40])=[O:41])[CH2:24][CH2:23]2)=[N:5][C:6]([CH2:15][N:16]2[CH2:20][CH2:19][CH2:18][C:17]2=[O:21])=[C:7]([CH:8]=1)[C:9]([O:11][CH:12]([CH3:14])[CH3:13])=[O:10])#[N:2]. (6) Given the reactants I[C:2]1[CH:15]=[CH:14][C:5]2[O:6][C:7]3[CH:12]=[CH:11][C:10](I)=[CH:9][C:8]=3[C:4]=2[CH:3]=1.[C:16]([Cu])#[N:17].[NH4+].[OH-].[CH3:21][N:22](C=O)C, predict the reaction product. The product is: [CH:3]1[C:4]2[C:8]3[CH:9]=[C:10]([C:21]#[N:22])[CH:11]=[CH:12][C:7]=3[O:6][C:5]=2[CH:14]=[CH:15][C:2]=1[C:16]#[N:17]. (7) The product is: [CH2:1]([O:3][C:4](=[O:19])/[CH:5]=[C:6](\[NH2:13])/[C@H:7]([CH3:12])[C@H:8]([CH3:11])[CH:9]=[CH2:10])[CH3:2]. Given the reactants [CH2:1]([O:3][C:4](=[O:19])/[CH:5]=[C:6](/[N:13]1CCC[C@@H]1C)\[C@H:7]([CH3:12])[C@H:8]([CH3:11])[CH:9]=[CH2:10])[CH3:2].N.CO, predict the reaction product. (8) Given the reactants CN(C)C=O.F[C:7]1[CH:12]=[CH:11][C:10]([C:13]#[N:14])=[CH:9][CH:8]=1.[NH:15]1[CH:19]=[CH:18][N:17]=[CH:16]1.[H-].[Na+], predict the reaction product. The product is: [C:13]([C:10]1[CH:11]=[CH:12][C:7]([N:15]2[CH:19]=[CH:18][N:17]=[CH:16]2)=[CH:8][CH:9]=1)#[N:14]. (9) The product is: [CH3:1][O:2][C:3](=[O:32])[CH2:4][O:5][C:6]1[CH:15]=[CH:14][C:13]([F:16])=[C:12]2[C:7]=1[C:8]([CH3:31])=[C:9]([CH2:18][C:19]1[CH:20]=[CH:21][C:22]([C:25](=[O:30])[C:26]([CH3:28])([CH3:27])[CH3:29])=[CH:23][CH:24]=1)[C:10]([O:17][CH:34]([F:36])[F:35])=[N:11]2. Given the reactants [CH3:1][O:2][C:3](=[O:32])[CH2:4][O:5][C:6]1[CH:15]=[CH:14][C:13]([F:16])=[C:12]2[C:7]=1[C:8]([CH3:31])=[C:9]([CH2:18][C:19]1[CH:24]=[CH:23][C:22]([C:25](=[O:30])[C:26]([CH3:29])([CH3:28])[CH3:27])=[CH:21][CH:20]=1)[C:10](=[O:17])[NH:11]2.Cl[CH:34]([F:36])[F:35], predict the reaction product. (10) Given the reactants CCN(C(C)C)C(C)C.[CH:10]1([C:13](Cl)=[O:14])[CH2:12][CH2:11]1.O1CCCCC1[N:22]1[CH:30]=[C:29]2[C:24]([CH:25]=[C:26]([C:32]3[CH:37]=[CH:36][C:35]([O:38]C4CCCCO4)=[CH:34][CH:33]=3)[CH:27]=[C:28]2[NH2:31])=[N:23]1, predict the reaction product. The product is: [OH:38][C:35]1[CH:34]=[CH:33][C:32]([C:26]2[CH:25]=[C:24]3[C:29]([CH:30]=[N:22][NH:23]3)=[C:28]([NH:31][C:13]([CH:10]3[CH2:12][CH2:11]3)=[O:14])[CH:27]=2)=[CH:37][CH:36]=1.